Dataset: Forward reaction prediction with 1.9M reactions from USPTO patents (1976-2016). Task: Predict the product of the given reaction. Given the reactants [Cl:1][C:2]1[N:7]=[CH:6][C:5]([CH2:8][NH:9][CH2:10][CH:11]([F:13])[F:12])=[CH:4][CH:3]=1.O[C:15]1[CH2:19][O:18][C:17](=[S:20])[CH:16]=1, predict the reaction product. The product is: [Cl:1][C:2]1[N:7]=[CH:6][C:5]([CH2:8][N:9]([CH2:10][CH:11]([F:13])[F:12])[C:15]2[CH2:19][O:18][C:17](=[S:20])[CH:16]=2)=[CH:4][CH:3]=1.